Dataset: Catalyst prediction with 721,799 reactions and 888 catalyst types from USPTO. Task: Predict which catalyst facilitates the given reaction. Reactant: I[C:2]1[C:10]2[C:5](=[N:6][CH:7]=[N:8][C:9]=2[NH2:11])[NH:4][N:3]=1.[Cl:12][C:13]1[CH:14]=[C:15](B(O)O)[CH:16]=[C:17]([O:19][CH3:20])[CH:18]=1.C(=O)([O-])[O-].[Na+].[Na+].ClCCl. Product: [Cl:12][C:13]1[CH:14]=[C:15]([C:2]2[C:10]3[C:5](=[N:6][CH:7]=[N:8][C:9]=3[NH2:11])[NH:4][N:3]=2)[CH:16]=[C:17]([O:19][CH3:20])[CH:18]=1. The catalyst class is: 615.